Dataset: Forward reaction prediction with 1.9M reactions from USPTO patents (1976-2016). Task: Predict the product of the given reaction. (1) Given the reactants Br[C:2]1[N:7]=[CH:6][C:5]([NH:8][CH:9]2[CH2:14][CH2:13][N:12]([C:15]([O:17][C:18]([CH3:21])([CH3:20])[CH3:19])=[O:16])[CH2:11][CH2:10]2)=[CH:4][CH:3]=1.[CH3:22][N:23]([CH3:35])[C:24]([C:26]1[CH:27]=[C:28]2[C:32](=[CH:33][CH:34]=1)[NH:31][CH:30]=[CH:29]2)=[O:25], predict the reaction product. The product is: [CH3:22][N:23]([CH3:35])[C:24]([C:26]1[CH:27]=[C:28]2[C:32](=[CH:33][CH:34]=1)[N:31]([C:2]1[N:7]=[CH:6][C:5]([NH:8][CH:9]3[CH2:14][CH2:13][N:12]([C:15]([O:17][C:18]([CH3:21])([CH3:20])[CH3:19])=[O:16])[CH2:11][CH2:10]3)=[CH:4][CH:3]=1)[CH:30]=[CH:29]2)=[O:25]. (2) Given the reactants [CH:1]1([N:6]2[C:14]3[C:9](=[CH:10][CH:11]=[CH:12][C:13]=3[F:15])[C:8]([C:16]3[CH:21]=[CH:20][C:19]([O:22]C)=[CH:18][CH:17]=3)=[N:7]2)[CH2:5][CH2:4][CH2:3][CH2:2]1.B(Br)(Br)Br.C1CCCCC=1, predict the reaction product. The product is: [CH:1]1([N:6]2[C:14]3[C:9](=[CH:10][CH:11]=[CH:12][C:13]=3[F:15])[C:8]([C:16]3[CH:17]=[CH:18][C:19]([OH:22])=[CH:20][CH:21]=3)=[N:7]2)[CH2:5][CH2:4][CH2:3][CH2:2]1. (3) The product is: [CH3:23][C:18]1[C:17]([CH2:16][NH:2][CH:3]2[CH2:4][CH2:5][N:6]([CH2:9][C:10]([O:12][CH3:13])=[O:11])[CH2:7][CH2:8]2)=[CH:22][CH:21]=[CH:20][N:19]=1. Given the reactants Cl.[NH2:2][CH:3]1[CH2:8][CH2:7][N:6]([CH2:9][C:10]([O:12][CH3:13])=[O:11])[CH2:5][CH2:4]1.Cl.Cl[CH2:16][C:17]1[C:18]([CH3:23])=[N:19][CH:20]=[CH:21][CH:22]=1.C([O-])([O-])=O.[K+].[K+].[I-].[K+], predict the reaction product. (4) Given the reactants [NH2:1][NH:2][C:3](=[NH:14])[C:4]1[C:9]([C:10]([F:13])([F:12])[F:11])=[CH:8][CH:7]=[N:6][CH:5]=1.[C:15]([C:19]1[CH:20]=[CH:21][C:22]([OH:27])=[C:23]([CH:26]=1)[CH:24]=O)([CH3:18])([CH3:17])[CH3:16], predict the reaction product. The product is: [C:15]([C:19]1[CH:20]=[CH:21][C:22]([OH:27])=[C:23]([C:24]2[NH:1][N:2]=[C:3]([C:4]3[CH:5]=[N:6][CH:7]=[CH:8][C:9]=3[C:10]([F:11])([F:12])[F:13])[N:14]=2)[CH:26]=1)([CH3:18])([CH3:17])[CH3:16]. (5) Given the reactants [CH3:1][C:2]1([CH3:14])[C:6]([CH3:8])([CH3:7])[O:5][B:4]([C:9]2[CH:10]=[N:11][NH:12][CH:13]=2)[O:3]1.Cl[CH:16]([CH3:19])[C:17]#[N:18].C(=O)([O-])[O-].[Cs+].[Cs+], predict the reaction product. The product is: [CH3:1][C:2]1([CH3:14])[C:6]([CH3:7])([CH3:8])[O:5][B:4]([C:9]2[CH:13]=[N:12][N:11]([CH:16]([CH3:19])[C:17]#[N:18])[CH:10]=2)[O:3]1. (6) The product is: [CH3:1][O:2][C:3]1[CH:16]=[C:15]2[C:6](=[CH:5][CH:4]=1)[N:7]([CH3:20])[C:8]1[CH:9]=[CH:10][C:11]([NH2:17])=[CH:12][C:13]=1[S:14]2. Given the reactants [CH3:1][O:2][C:3]1[CH:4]=[CH:5][C:6]2[N:7]([CH3:20])[C:8]3[C:13]([S:14][C:15]=2[CH:16]=1)=[CH:12][C:11]([N+:17]([O-])=O)=[CH:10][CH:9]=3, predict the reaction product. (7) Given the reactants [Cl:1][C:2]1[CH:7]=[CH:6][C:5]([C:8]2[CH:13]=[CH:12][CH:11]=[CH:10][C:9]=2[C@H:14]([OH:30])[CH:15]2[CH2:20][CH2:19][N:18]([C:21]3[CH:29]=[CH:28][C:24]([C:25](O)=[O:26])=[CH:23][CH:22]=3)[CH2:17][CH2:16]2)=[CH:4][CH:3]=1.[Si:31]([O:38][CH2:39][CH2:40][N:41]([CH3:71])[CH2:42][CH2:43][C@@H:44]([NH:53][C:54]1[CH:59]=[CH:58][C:57]([S:60]([NH2:63])(=[O:62])=[O:61])=[CH:56][C:55]=1[S:64]([C:67]([F:70])([F:69])[F:68])(=[O:66])=[O:65])[CH2:45][S:46][C:47]1[CH:52]=[CH:51][CH:50]=[CH:49][CH:48]=1)([C:34]([CH3:37])([CH3:36])[CH3:35])([CH3:33])[CH3:32].ClCCl.C(Cl)CCl, predict the reaction product. The product is: [Si:31]([O:38][CH2:39][CH2:40][N:41]([CH3:71])[CH2:42][CH2:43][C@@H:44]([NH:53][C:54]1[CH:59]=[CH:58][C:57]([S:60]([NH:63][C:25](=[O:26])[C:24]2[CH:28]=[CH:29][C:21]([N:18]3[CH2:19][CH2:20][CH:15]([C@H:14]([C:9]4[CH:10]=[CH:11][CH:12]=[CH:13][C:8]=4[C:5]4[CH:4]=[CH:3][C:2]([Cl:1])=[CH:7][CH:6]=4)[OH:30])[CH2:16][CH2:17]3)=[CH:22][CH:23]=2)(=[O:61])=[O:62])=[CH:56][C:55]=1[S:64]([C:67]([F:70])([F:68])[F:69])(=[O:66])=[O:65])[CH2:45][S:46][C:47]1[CH:48]=[CH:49][CH:50]=[CH:51][CH:52]=1)([C:34]([CH3:36])([CH3:37])[CH3:35])([CH3:33])[CH3:32].